Predict the reactants needed to synthesize the given product. From a dataset of Full USPTO retrosynthesis dataset with 1.9M reactions from patents (1976-2016). Given the product [CH3:20][N:23]([CH3:25])/[CH:24]=[C:7](\[C:4]1[CH:5]=[CH:6][N:1]=[CH:2][CH:3]=1)/[C:8]([C:10]1[CH:11]=[C:12]([CH:15]=[CH:16][CH:17]=1)[C:13]#[N:14])=[O:9], predict the reactants needed to synthesize it. The reactants are: [N:1]1[CH:6]=[CH:5][C:4]([CH2:7][C:8]([C:10]2[CH:11]=[C:12]([CH:15]=[CH:16][CH:17]=2)[C:13]#[N:14])=[O:9])=[CH:3][CH:2]=1.CO[CH:20]([N:23]([CH3:25])[CH3:24])OC.